From a dataset of Reaction yield outcomes from USPTO patents with 853,638 reactions. Predict the reaction yield, written as a fraction of the theoretical maximum amount of product (1.0 means a 100% yield; for example, 0.34 means a 34% yield). The product is [ClH:1].[CH3:33][C:28]1[NH:29][C:30]2[C:26]([C:27]=1[CH3:34])=[CH:25][C:24]([NH:23][C:2]1[C:11]3[C:6](=[CH:7][C:8]([O:14][CH2:15][CH:16]4[CH2:21][CH2:20][N:19]([CH3:22])[CH2:18][CH2:17]4)=[C:9]([O:12][CH3:13])[CH:10]=3)[N:5]=[CH:4][N:3]=1)=[CH:32][CH:31]=2. The yield is 0.740. The catalyst is C(O)(C)C. The reactants are [Cl:1][C:2]1[C:11]2[C:6](=[CH:7][C:8]([O:14][CH2:15][CH:16]3[CH2:21][CH2:20][N:19]([CH3:22])[CH2:18][CH2:17]3)=[C:9]([O:12][CH3:13])[CH:10]=2)[N:5]=[CH:4][N:3]=1.[NH2:23][C:24]1[CH:25]=[C:26]2[C:30](=[CH:31][CH:32]=1)[NH:29][C:28]([CH3:33])=[C:27]2[CH3:34].Cl.